This data is from Catalyst prediction with 721,799 reactions and 888 catalyst types from USPTO. The task is: Predict which catalyst facilitates the given reaction. (1) Reactant: C(OC(=O)[NH:7][CH2:8][CH2:9][CH2:10][NH:11][C:12]([C@H:14]1[C@H:18]([C:19]2[CH:24]=[CH:23][CH:22]=[C:21]([Cl:25])[C:20]=2[F:26])[C@:17]([C:29]2[CH:34]=[CH:33][C:32]([Cl:35])=[CH:31][C:30]=2[F:36])([C:27]#[N:28])[C@H:16]([CH2:37][C:38]([CH3:41])([CH3:40])[CH3:39])[NH:15]1)=[O:13])(C)(C)C. Product: [NH2:7][CH2:8][CH2:9][CH2:10][NH:11][C:12]([CH:14]1[CH:18]([C:19]2[CH:24]=[CH:23][CH:22]=[C:21]([Cl:25])[C:20]=2[F:26])[C:17]([C:29]2[CH:34]=[CH:33][C:32]([Cl:35])=[CH:31][C:30]=2[F:36])([C:27]#[N:28])[CH:16]([CH2:37][C:38]([CH3:41])([CH3:40])[CH3:39])[NH:15]1)=[O:13]. The catalyst class is: 137. (2) Reactant: C([N:8]1[CH2:13][CH2:12][C:11](=[CH:14][CH2:15][CH2:16][CH3:17])[CH2:10][CH2:9]1)C1C=CC=CC=1.Cl.CCCCCCC.CCOC(C)=O. Product: [CH2:14]([CH:11]1[CH2:12][CH2:13][NH:8][CH2:9][CH2:10]1)[CH2:15][CH2:16][CH3:17]. The catalyst class is: 63. (3) Reactant: [NH:1]1[C:9]2[C:4](=[CH:5][CH:6]=[CH:7][C:8]=2[NH:10][CH:11]([C:16]2[CH:17]=[C:18]3[C:22](=[CH:23][CH:24]=2)[N:21]([C:25]2[CH:30]=[CH:29][C:28]([F:31])=[CH:27][CH:26]=2)[N:20]=[CH:19]3)[C:12]([F:15])([F:14])[F:13])[CH:3]=[CH:2]1.[OH-].[K+].I[CH2:35][C:36]([NH2:38])=[O:37]. Product: [F:14][C:12]([F:15])([F:13])[CH:11]([NH:10][C:8]1[CH:7]=[CH:6][CH:5]=[C:4]2[C:9]=1[N:1]([CH2:35][C:36]([NH2:38])=[O:37])[CH:2]=[CH:3]2)[C:16]1[CH:17]=[C:18]2[C:22](=[CH:23][CH:24]=1)[N:21]([C:25]1[CH:30]=[CH:29][C:28]([F:31])=[CH:27][CH:26]=1)[N:20]=[CH:19]2. The catalyst class is: 3. (4) Reactant: [NH:1]1[CH:5]=[CH:4][N:3]=[CH:2]1.C(=O)([O-])[O-].[K+].[K+].Cl[CH2:13][C:14]([N:16]1[CH2:21][CH2:20][CH:19](/[CH:22]=[CH:23]/[C:24]2[C:29]([CH3:30])=[CH:28][CH:27]=[CH:26][C:25]=2[CH3:31])[CH2:18][CH2:17]1)=[O:15].C(=O)([O-])O.[Na+]. Product: [CH3:31][C:25]1[CH:26]=[CH:27][CH:28]=[C:29]([CH3:30])[C:24]=1/[CH:23]=[CH:22]/[CH:19]1[CH2:20][CH2:21][N:16]([C:14](=[O:15])[CH2:13][N:1]2[CH:5]=[CH:4][N:3]=[CH:2]2)[CH2:17][CH2:18]1. The catalyst class is: 10. (5) Reactant: [CH3:1][O:2][C:3]1[CH:8]=[CH:7][C:6]([CH:9]([NH:18][CH:19]([C:26]2[O:27][CH:28]=[CH:29][CH:30]=2)[C:20](N(OC)C)=[O:21])[C:10]2[CH:15]=[CH:14][C:13]([O:16][CH3:17])=[CH:12][CH:11]=2)=[CH:5][CH:4]=1.[H-].[H-].[H-].[H-].[Li+].[Al+3]. Product: [CH3:17][O:16][C:13]1[CH:12]=[CH:11][C:10]([CH:9]([NH:18][CH:19]([C:26]2[O:27][CH:28]=[CH:29][CH:30]=2)[CH:20]=[O:21])[C:6]2[CH:7]=[CH:8][C:3]([O:2][CH3:1])=[CH:4][CH:5]=2)=[CH:15][CH:14]=1. The catalyst class is: 1.